Task: Regression. Given a peptide amino acid sequence and an MHC pseudo amino acid sequence, predict their binding affinity value. This is MHC class II binding data.. Dataset: Peptide-MHC class II binding affinity with 134,281 pairs from IEDB (1) The peptide sequence is GLNITGVTCGPGHGI. The MHC is DRB1_1302 with pseudo-sequence DRB1_1302. The binding affinity (normalized) is 0.507. (2) The peptide sequence is AMEVASQARQMVQAM. The MHC is DRB5_0101 with pseudo-sequence DRB5_0101. The binding affinity (normalized) is 0.384. (3) The peptide sequence is GYTPATPAAPAGAEP. The MHC is DRB1_1201 with pseudo-sequence DRB1_1201. The binding affinity (normalized) is 0.112. (4) The binding affinity (normalized) is 0.451. The MHC is DRB1_1302 with pseudo-sequence DRB1_1302. The peptide sequence is RSKFLLMDALKLSIE. (5) The peptide sequence is TYKCIPSLEAAVKQA. The MHC is DRB3_0202 with pseudo-sequence DRB3_0202. The binding affinity (normalized) is 0.174. (6) The peptide sequence is YAAALVAMPTLAELA. The MHC is DRB1_1201 with pseudo-sequence DRB1_1201. The binding affinity (normalized) is 0.574. (7) The peptide sequence is VQYSRADEEQQQALS. The MHC is DRB1_1302 with pseudo-sequence DRB1_1302. The binding affinity (normalized) is 0.104. (8) The peptide sequence is DIFTNSRGKRASKGN. The MHC is DRB1_0401 with pseudo-sequence DRB1_0401. The binding affinity (normalized) is 0.218. (9) The peptide sequence is SDVGEFRAVTELG. The MHC is HLA-DPA10201-DPB10101 with pseudo-sequence HLA-DPA10201-DPB10101. The binding affinity (normalized) is 0.392. (10) The peptide sequence is HMAKEDLVANQPNLK. The MHC is DRB1_1302 with pseudo-sequence DRB1_1302. The binding affinity (normalized) is 0.858.